From a dataset of Catalyst prediction with 721,799 reactions and 888 catalyst types from USPTO. Predict which catalyst facilitates the given reaction. (1) Product: [C:9]1([CH:8]([C:15]2[CH:20]=[CH:19][CH:18]=[CH:17][CH:16]=2)[C:2]2[CH2:3][CH2:4][C:5](=[O:6])[NH:22][N:23]=2)[CH:14]=[CH:13][CH:12]=[CH:11][CH:10]=1. The catalyst class is: 11. Reactant: O=[C:2]([CH:8]([C:15]1[CH:20]=[CH:19][CH:18]=[CH:17][CH:16]=1)[C:9]1[CH:14]=[CH:13][CH:12]=[CH:11][CH:10]=1)[CH2:3][CH2:4][C:5](O)=[O:6].O.[NH2:22][NH2:23].O.CCOC(C)=O. (2) Reactant: Br[CH2:2][CH2:3][CH2:4][C:5]1[C:29]([O:30][CH3:31])=[CH:28][C:8]2[C@@H:9]([C:22]3[CH:27]=[CH:26][CH:25]=[CH:24][CH:23]=3)[NH:10][C@@:11]([CH2:18][CH2:19][CH2:20][CH3:21])([CH2:16][CH3:17])[CH2:12][S:13](=[O:15])(=[O:14])[C:7]=2[CH:6]=1.[S:32]([O-:35])([O-:34])=[O:33].[Na+].[Na+]. The catalyst class is: 88. Product: [CH2:18]([C@@:11]1([CH2:16][CH3:17])[NH:10][C@H:9]([C:22]2[CH:23]=[CH:24][CH:25]=[CH:26][CH:27]=2)[C:8]2[CH:28]=[C:29]([O:30][CH3:31])[C:5]([CH2:4][CH2:3][CH2:2][S:32]([OH:35])(=[O:34])=[O:33])=[CH:6][C:7]=2[S:13](=[O:15])(=[O:14])[CH2:12]1)[CH2:19][CH2:20][CH3:21]. (3) Reactant: CO[C:3]1[CH:4]=[C:5]([C:9]2[N:10]=[N:11][CH:12]=[C:13]([C:24]3[CH:29]=[CH:28][CH:27]=[CH:26][CH:25]=3)[C:14]=2[C:15]2[O:16][CH:17]=[C:18]([C:20](OC)=[O:21])[N:19]=2)[CH:6]=[CH:7][CH:8]=1.[H-].[H-].[H-].[H-].[Li+].[Al+3]. Product: [C:5]1([C:9]2[N:10]=[N:11][CH:12]=[C:13]([C:24]3[CH:25]=[CH:26][CH:27]=[CH:28][CH:29]=3)[C:14]=2[C:15]2[O:16][CH:17]=[C:18]([CH2:20][OH:21])[N:19]=2)[CH:6]=[CH:7][CH:8]=[CH:3][CH:4]=1. The catalyst class is: 1. (4) Reactant: [NH2:1][C:2]1[C:10]2[NH:9][C:8]3[CH2:11][CH2:12][N:13]([C:15]([O:17][C:18]([CH3:21])([CH3:20])[CH3:19])=[O:16])[CH2:14][C:7]=3[C:6]=2[CH:5]=[CH:4][CH:3]=1.C([O-])([O-])=O.[K+].[K+].Cl[C:29]([O:31][CH2:32][CH3:33])=[O:30]. Product: [CH2:32]([O:31][C:29]([NH:1][C:2]1[C:10]2[NH:9][C:8]3[CH2:11][CH2:12][N:13]([C:15]([O:17][C:18]([CH3:21])([CH3:20])[CH3:19])=[O:16])[CH2:14][C:7]=3[C:6]=2[CH:5]=[CH:4][CH:3]=1)=[O:30])[CH3:33]. The catalyst class is: 34. (5) Reactant: [NH2:1][C:2]1[C:3]([F:22])=[C:4]([C:9]([C:11]2[C:19]3[C:14](=[N:15][CH:16]=[C:17]([F:21])[C:18]=3[I:20])[NH:13][CH:12]=2)=[O:10])[C:5]([F:8])=[CH:6][CH:7]=1.N1C=CC=CC=1.[N:29]1([S:34](Cl)(=[O:36])=[O:35])[CH2:33][CH2:32][CH2:31][CH2:30]1.O. Product: [F:22][C:3]1[C:4]([C:9]([C:11]2[C:19]3[C:14](=[N:15][CH:16]=[C:17]([F:21])[C:18]=3[I:20])[NH:13][CH:12]=2)=[O:10])=[C:5]([F:8])[CH:6]=[CH:7][C:2]=1[NH:1][S:34]([N:29]1[CH2:33][CH2:32][CH2:31][CH2:30]1)(=[O:36])=[O:35]. The catalyst class is: 1.